This data is from NCI-60 drug combinations with 297,098 pairs across 59 cell lines. The task is: Regression. Given two drug SMILES strings and cell line genomic features, predict the synergy score measuring deviation from expected non-interaction effect. (1) Drug 1: CS(=O)(=O)C1=CC(=C(C=C1)C(=O)NC2=CC(=C(C=C2)Cl)C3=CC=CC=N3)Cl. Drug 2: C1CCN(CC1)CCOC2=CC=C(C=C2)C(=O)C3=C(SC4=C3C=CC(=C4)O)C5=CC=C(C=C5)O. Cell line: MCF7. Synergy scores: CSS=19.9, Synergy_ZIP=2.23, Synergy_Bliss=9.50, Synergy_Loewe=10.9, Synergy_HSA=11.4. (2) Drug 2: CC1CCCC2(C(O2)CC(NC(=O)CC(C(C(=O)C(C1O)C)(C)C)O)C(=CC3=CSC(=N3)C)C)C. Cell line: SF-539. Drug 1: C1=CC(=CC=C1CC(C(=O)O)N)N(CCCl)CCCl.Cl. Synergy scores: CSS=22.4, Synergy_ZIP=-5.67, Synergy_Bliss=-2.15, Synergy_Loewe=-5.91, Synergy_HSA=-3.23. (3) Drug 1: C(=O)(N)NO. Drug 2: CN(CC1=CN=C2C(=N1)C(=NC(=N2)N)N)C3=CC=C(C=C3)C(=O)NC(CCC(=O)O)C(=O)O. Cell line: RPMI-8226. Synergy scores: CSS=26.5, Synergy_ZIP=0.284, Synergy_Bliss=3.03, Synergy_Loewe=-39.0, Synergy_HSA=-1.88. (4) Drug 1: C1CCN(CC1)CCOC2=CC=C(C=C2)C(=O)C3=C(SC4=C3C=CC(=C4)O)C5=CC=C(C=C5)O. Drug 2: C(CCl)NC(=O)N(CCCl)N=O. Cell line: T-47D. Synergy scores: CSS=7.15, Synergy_ZIP=1.70, Synergy_Bliss=1.48, Synergy_Loewe=-4.71, Synergy_HSA=-3.71. (5) Drug 1: CC1=C(C=C(C=C1)NC2=NC=CC(=N2)N(C)C3=CC4=NN(C(=C4C=C3)C)C)S(=O)(=O)N.Cl. Drug 2: CN(CC1=CN=C2C(=N1)C(=NC(=N2)N)N)C3=CC=C(C=C3)C(=O)NC(CCC(=O)O)C(=O)O. Cell line: CCRF-CEM. Synergy scores: CSS=29.3, Synergy_ZIP=-2.63, Synergy_Bliss=-13.7, Synergy_Loewe=-51.2, Synergy_HSA=-14.5. (6) Drug 1: CC1=C(C(=CC=C1)Cl)NC(=O)C2=CN=C(S2)NC3=CC(=NC(=N3)C)N4CCN(CC4)CCO. Drug 2: CC1C(C(CC(O1)OC2CC(OC(C2O)C)OC3=CC4=CC5=C(C(=O)C(C(C5)C(C(=O)C(C(C)O)O)OC)OC6CC(C(C(O6)C)O)OC7CC(C(C(O7)C)O)OC8CC(C(C(O8)C)O)(C)O)C(=C4C(=C3C)O)O)O)O. Cell line: K-562. Synergy scores: CSS=79.5, Synergy_ZIP=0.557, Synergy_Bliss=-0.164, Synergy_Loewe=0.302, Synergy_HSA=0.397. (7) Drug 1: C1=C(C(=O)NC(=O)N1)N(CCCl)CCCl. Drug 2: C1CC(=O)NC(=O)C1N2C(=O)C3=CC=CC=C3C2=O. Cell line: HCT116. Synergy scores: CSS=38.6, Synergy_ZIP=7.67, Synergy_Bliss=14.6, Synergy_Loewe=1.88, Synergy_HSA=14.6.